Dataset: Full USPTO retrosynthesis dataset with 1.9M reactions from patents (1976-2016). Task: Predict the reactants needed to synthesize the given product. (1) Given the product [CH3:18][C@H:19]1[CH2:24][CH2:23][C@H:22]([C:25]([NH:1][C:2]2[CH:6]=[CH:5][S:4][C:3]=2[C:7]([O:9][CH3:10])=[O:8])=[O:26])[CH2:21][CH2:20]1, predict the reactants needed to synthesize it. The reactants are: [NH2:1][C:2]1[CH:6]=[CH:5][S:4][C:3]=1[C:7]([O:9][CH3:10])=[O:8].C(N(CC)CC)C.[CH3:18][C@H:19]1[CH2:24][CH2:23][C@H:22]([C:25](Cl)=[O:26])[CH2:21][CH2:20]1.C(=O)(O)[O-].[Na+]. (2) Given the product [NH2:21][C@@H:9]1[C:8]2[N:29]=[C:4]([CH:5]=[CH:6][CH:7]=2)[C:3]2[N:2]([CH3:1])[N:18]=[CH:17][C:16]=2[NH:15][C:14](=[O:19])[C@H:13]([CH3:20])[CH2:12][CH2:11][CH2:10]1, predict the reactants needed to synthesize it. The reactants are: [CH3:1][N:2]1[N:18]=[CH:17][C:16]2[NH:15][C:14](=[O:19])[C@H:13]([CH3:20])[CH2:12][CH2:11][CH2:10][C@H:9]([NH:21]C(=O)OC(C)(C)C)[C:8]3[N:29]=[C:4]([CH:5]=[CH:6][CH:7]=3)[C:3]1=2.C(O)(C(F)(F)F)=O. (3) Given the product [CH3:22][N:23]([C:32]1[CH:33]=[N:34][CH:35]=[CH:36][CH:37]=1)[C:24]1[C:25]([CH:26]([OH:27])[CH:7]([C:8]2[CH:9]=[N:10][CH:11]=[CH:12][CH:13]=2)[C:3]2[CH:2]=[N:1][CH:6]=[CH:5][CH:4]=2)=[CH:28][CH:29]=[CH:30][N:31]=1, predict the reactants needed to synthesize it. The reactants are: [N:1]1[CH:6]=[CH:5][CH:4]=[C:3]([CH2:7][C:8]2[CH:9]=[N:10][CH:11]=[CH:12][CH:13]=2)[CH:2]=1.[Li+].CC([N-]C(C)C)C.[CH3:22][N:23]([C:32]1[CH:33]=[N:34][CH:35]=[CH:36][CH:37]=1)[C:24]1[N:31]=[CH:30][CH:29]=[CH:28][C:25]=1[CH:26]=[O:27].